Dataset: Full USPTO retrosynthesis dataset with 1.9M reactions from patents (1976-2016). Task: Predict the reactants needed to synthesize the given product. (1) Given the product [NH2:2][C:1]1[C:3]([CH:6]2[CH2:11][CH2:10][N:9]([C:12]([O:14][C:15]([CH3:18])([CH3:17])[CH3:16])=[O:13])[CH2:8][CH2:7]2)=[CH:4][S:27][C:26]=1[C:31]([O:34][CH2:35][CH3:36])=[O:33], predict the reactants needed to synthesize it. The reactants are: [C:1]([CH:3]([CH:6]1[CH2:11][CH2:10][N:9]([C:12]([O:14][C:15]([CH3:18])([CH3:17])[CH3:16])=[O:13])[CH2:8][CH2:7]1)[CH:4]=O)#[N:2].C(N(CC)CC)C.[CH3:26][S:27](Cl)(=O)=O.[C:31]([O:34][CH2:35][CH2:36]S)(=[O:33])C.[O-]CC.[Na+]. (2) Given the product [C:2]([C:3]([O:5][C:6]1[CH:7]=[C:8]([C@@:13]([NH:32][C:33](=[O:44])[C:34]2[CH:39]=[CH:38][CH:37]=[C:36]([C:40]([F:42])([F:43])[F:41])[CH:35]=2)([C:21]2[CH:26]=[C:25]([C:27]([F:29])([F:30])[F:28])[CH:24]=[C:23]([F:31])[CH:22]=2)[CH2:14][C:15]2[CH:20]=[CH:19][CH:18]=[CH:17][CH:16]=2)[CH:9]=[CH:10][C:11]=1[F:12])([CH3:45])[CH3:4])#[N:1], predict the reactants needed to synthesize it. The reactants are: [NH2:1][C:2](=O)[C:3]([CH3:45])([O:5][C:6]1[CH:7]=[C:8]([C@@:13]([NH:32][C:33](=[O:44])[C:34]2[CH:39]=[CH:38][CH:37]=[C:36]([C:40]([F:43])([F:42])[F:41])[CH:35]=2)([C:21]2[CH:26]=[C:25]([C:27]([F:30])([F:29])[F:28])[CH:24]=[C:23]([F:31])[CH:22]=2)[CH2:14][C:15]2[CH:20]=[CH:19][CH:18]=[CH:17][CH:16]=2)[CH:9]=[CH:10][C:11]=1[F:12])[CH3:4]. (3) The reactants are: [Cl:1][C:2]1[CH:3]=[N:4][CH:5]=[C:6]([Cl:31])[C:7]=1[NH:8][C:9]([C:11]1[C:19]2[C:18]3[CH:20]=[C:21]([N+:24]([O-])=O)[CH:22]=[CH:23][C:17]=3[O:16][C:15]=2[C:14]([O:27][CH:28]([F:30])[F:29])=[CH:13][CH:12]=1)=[O:10].[In]. Given the product [Cl:1][C:2]1[CH:3]=[N:4][CH:5]=[C:6]([Cl:31])[C:7]=1[NH:8][C:9]([C:11]1[C:19]2[C:18]3[CH:20]=[C:21]([NH2:24])[CH:22]=[CH:23][C:17]=3[O:16][C:15]=2[C:14]([O:27][CH:28]([F:29])[F:30])=[CH:13][CH:12]=1)=[O:10], predict the reactants needed to synthesize it. (4) Given the product [N:25]1([S:31]([C:34]2[CH:35]=[C:36]([NH:40][C:22]([C:21]3[CH:20]=[N:19][N:12]4[C:13]([C:15]([F:16])([F:17])[F:18])=[CH:14][C:9]([C:4]5[CH:5]=[CH:6][C:7]([Cl:8])=[C:2]([Cl:1])[CH:3]=5)=[N:10][C:11]=34)=[O:23])[CH:37]=[CH:38][CH:39]=2)(=[O:33])=[O:32])[CH2:26][CH2:27][O:28][CH2:29][CH2:30]1, predict the reactants needed to synthesize it. The reactants are: [Cl:1][C:2]1[CH:3]=[C:4]([C:9]2[CH:14]=[C:13]([C:15]([F:18])([F:17])[F:16])[N:12]3[N:19]=[CH:20][C:21]([C:22](O)=[O:23])=[C:11]3[N:10]=2)[CH:5]=[CH:6][C:7]=1[Cl:8].[N:25]1([S:31]([C:34]2[CH:35]=[C:36]([NH2:40])[CH:37]=[CH:38][CH:39]=2)(=[O:33])=[O:32])[CH2:30][CH2:29][O:28][CH2:27][CH2:26]1. (5) Given the product [CH2:1]([C:3]1[N:13]([C:14]2[CH:15]=[CH:16][C:17]([CH2:20][CH2:21][NH:22][C:23]([N:25]([CH3:36])[S:26]([C:29]3[CH:34]=[CH:33][C:32]([CH3:35])=[CH:31][CH:30]=3)(=[O:28])=[O:27])=[O:24])=[CH:18][CH:19]=2)[C:6]2=[N:7][C:8]([CH3:12])=[CH:9][C:10]([CH3:11])=[C:5]2[N:4]=1)[CH3:2], predict the reactants needed to synthesize it. The reactants are: [CH2:1]([C:3]1[N:13]([C:14]2[CH:19]=[CH:18][C:17]([CH2:20][CH2:21][NH:22][C:23]([NH:25][S:26]([C:29]3[CH:34]=[CH:33][C:32]([CH3:35])=[CH:31][CH:30]=3)(=[O:28])=[O:27])=[O:24])=[CH:16][CH:15]=2)[C:6]2=[N:7][C:8]([CH3:12])=[CH:9][C:10]([CH3:11])=[C:5]2[N:4]=1)[CH3:2].[CH:36]([N-]C(C)C)(C)C.[Li+].P([O-])([O-])([O-])=O. (6) Given the product [O:27]([C:5]1[C:4]([NH2:1])=[C:13]([NH:14][CH2:15][CH2:16][O:17][CH2:18][CH2:19][CH2:20][C:21]2[CH:22]=[N:23][CH:24]=[CH:25][CH:26]=2)[C:12]2[CH2:11][CH2:10][CH2:9][CH2:8][C:7]=2[N:6]=1)[C:28]1[CH:29]=[CH:30][CH:31]=[CH:32][CH:33]=1, predict the reactants needed to synthesize it. The reactants are: [N+:1]([C:4]1[C:5]([O:27][C:28]2[CH:33]=[CH:32][CH:31]=[CH:30][CH:29]=2)=[N:6][C:7]2[CH2:8][CH2:9][CH2:10][CH2:11][C:12]=2[C:13]=1[NH:14][CH2:15][CH2:16][O:17][CH2:18][CH2:19][CH2:20][C:21]1[CH:22]=[N:23][CH:24]=[CH:25][CH:26]=1)([O-])=O.[H][H]. (7) Given the product [Br:30][C:12]1[N:13]([CH:16]2[CH2:21][CH2:20][CH2:19][CH2:18][O:17]2)[C:14]2[C:10]([N:11]=1)=[C:9]([NH2:22])[N:8]=[C:7]([O:6][CH2:5][CH2:4][O:3][CH2:1][CH3:2])[N:15]=2, predict the reactants needed to synthesize it. The reactants are: [CH2:1]([O:3][CH2:4][CH2:5][O:6][C:7]1[N:15]=[C:14]2[C:10]([N:11]=[CH:12][N:13]2[CH:16]2[CH2:21][CH2:20][CH2:19][CH2:18][O:17]2)=[C:9]([NH2:22])[N:8]=1)[CH3:2].C1C(=O)N([Br:30])C(=O)C1.